The task is: Predict the product of the given reaction.. This data is from Forward reaction prediction with 1.9M reactions from USPTO patents (1976-2016). (1) Given the reactants [CH:1]1([O:6][CH2:7][CH2:8][O:9][C:10]2[CH:20]=[CH:19][C:13]([O:14][CH2:15][CH:16]3[CH2:18][O:17]3)=[CH:12][CH:11]=2)[CH2:5][CH2:4][CH2:3][CH2:2]1.Cl.[NH2:22][CH2:23][CH2:24][NH:25][C:26]([NH:28][C:29]1[CH:34]=[CH:33][C:32]([F:35])=[C:31]([F:36])[CH:30]=1)=[O:27].C1(OCCOC2C=CC(OCC(O)CNCCNC(NC3C=CC=CC=3O)=O)=CC=2)CCCC1, predict the reaction product. The product is: [CH:1]1([O:6][CH2:7][CH2:8][O:9][C:10]2[CH:20]=[CH:19][C:13]([O:14][CH2:15][CH:16]([OH:17])[CH2:18][NH:22][CH2:23][CH2:24][NH:25][C:26]([NH:28][C:29]3[CH:34]=[CH:33][C:32]([F:35])=[C:31]([F:36])[CH:30]=3)=[O:27])=[CH:12][CH:11]=2)[CH2:5][CH2:4][CH2:3][CH2:2]1. (2) Given the reactants [C:1]([C:4]1[CH:9]=[N:8][N:7]2[CH:10]=[C:11]([C:13]3[CH:18]=[CH:17][CH:16]=[CH:15][CH:14]=3)[CH:12]=[C:6]2[C:5]=1[NH:19][C@H:20]1[CH2:24][CH2:23][C@@:22]([CH2:26][NH:27]C(=O)OC(C)(C)C)([CH3:25])[C:21]1([CH3:36])[CH3:35])(=[O:3])[NH2:2].FC(F)(F)C(O)=O, predict the reaction product. The product is: [NH2:27][CH2:26][C@@:22]1([CH3:25])[CH2:23][CH2:24][C@H:20]([NH:19][C:5]2[C:6]3[N:7]([CH:10]=[C:11]([C:13]4[CH:18]=[CH:17][CH:16]=[CH:15][CH:14]=4)[CH:12]=3)[N:8]=[CH:9][C:4]=2[C:1]([NH2:2])=[O:3])[C:21]1([CH3:36])[CH3:35]. (3) Given the reactants [N+:1]1([O-:8])[CH:6]=[CH:5][CH:4]=[C:3]([CH3:7])[CH:2]=1.S(=O)(=O)(O)O.[N+:14]([O-])([OH:16])=[O:15].C(=O)([O-])[O-].[Na+].[Na+], predict the reaction product. The product is: [CH3:7][C:3]1[CH:2]=[N+:1]([O-:8])[CH:6]=[CH:5][C:4]=1[N+:14]([O-:16])=[O:15]. (4) Given the reactants [F:1][C:2]1([F:25])[C@@H:11]([CH2:12][O:13][C:14](=[O:16])[CH3:15])[O:10][C@H:5]([O:6]C(=O)C)[C@H:4]([O:17][C:18](=[O:20])[CH3:19])[C@H:3]1[O:21][C:22](=[O:24])[CH3:23].C(OCC)(=O)C.[BrH:32], predict the reaction product. The product is: [Br:32][C@@:5]1([O:10][C@H:11]([CH2:12][O:13][C:14](=[O:16])[CH3:15])[C:2]([F:25])([F:1])[C@H:3]([O:21][C:22](=[O:24])[CH3:23])[C@H:4]1[O:17][C:18](=[O:20])[CH3:19])[OH:6]. (5) Given the reactants [F:1][C@H:2]1[CH2:19][C@@:17]2([CH3:18])[C@@H:13]([CH2:14][CH2:15][C@@H:16]2[OH:20])[C@H:12]2[C@H:3]1[C:4]1[CH:5]=[CH:6][C:7]([OH:27])=[CH:8][C:9]=1[CH2:10][C@H:11]2[CH2:21][CH2:22][CH2:23][CH2:24][CH2:25]I.[CH3:28][NH:29][CH2:30][CH2:31][CH2:32][O:33][C:34]1[CH:39]=[CH:38][CH:37]=[CH:36][CH:35]=1.[Cl-].[Na+], predict the reaction product. The product is: [F:1][C@H:2]1[CH2:19][C@@:17]2([CH3:18])[C@@H:13]([CH2:14][CH2:15][C@@H:16]2[OH:20])[C@H:12]2[C@H:3]1[C:4]1[CH:5]=[CH:6][C:7]([OH:27])=[CH:8][C:9]=1[CH2:10][C@H:11]2[CH2:21][CH2:22][CH2:23][CH2:24][CH2:25][N:29]([CH3:28])[CH2:30][CH2:31][CH2:32][O:33][C:34]1[CH:39]=[CH:38][CH:37]=[CH:36][CH:35]=1. (6) Given the reactants ClC(OC(C)C)=O.[CH3:8][N:9]1CCOCC1.[C:15]([C:18]1[N:19]=[CH:20][N:21]2[C:26](=[O:27])[N:25]([CH2:28][C:29]([OH:31])=O)[N:24]=[N:23][C:22]=12)(=[O:17])[NH2:16].Cl.CN.C(N(CC)CC)C, predict the reaction product. The product is: [CH3:8][NH:9][C:29](=[O:31])[CH2:28][N:25]1[C:26](=[O:27])[N:21]2[CH:20]=[N:19][C:18]([C:15](=[O:17])[NH2:16])=[C:22]2[N:23]=[N:24]1.